Dataset: Catalyst prediction with 721,799 reactions and 888 catalyst types from USPTO. Task: Predict which catalyst facilitates the given reaction. (1) Reactant: [Si]([O:8][CH2:9][C@H:10]1[CH2:19][C:18]2[C:13](=[CH:14][CH:15]=[CH:16][C:17]=2[CH2:20][CH2:21][C:22]([OH:25])([CH3:24])[CH3:23])[C@H:12]([CH3:26])[N:11]1[C:27](=[O:38])[CH2:28][C:29]1[C:34]([O:35][CH3:36])=[CH:33][CH:32]=[CH:31][C:30]=1[Cl:37])(C(C)(C)C)(C)C.C(O)(=O)C.O. Product: [Cl:37][C:30]1[CH:31]=[CH:32][CH:33]=[C:34]([O:35][CH3:36])[C:29]=1[CH2:28][C:27]([N:11]1[C@@H:10]([CH2:9][OH:8])[CH2:19][C:18]2[C:13](=[CH:14][CH:15]=[CH:16][C:17]=2[CH2:20][CH2:21][C:22]([OH:25])([CH3:23])[CH3:24])[C@@H:12]1[CH3:26])=[O:38]. The catalyst class is: 1. (2) Reactant: Br[C:2]1[CH:3]=[C:4]([C:23]([NH2:25])=[O:24])[C:5]2[N:6]([CH2:19][CH:20]3[CH2:22][CH2:21]3)[C:7]3[C:12]([C:13]=2[CH:14]=1)=[CH:11][CH:10]=[C:9]([C:15]([OH:18])([CH3:17])[CH3:16])[CH:8]=3.[CH3:26][C:27]1[C:31](B(O)O)=[C:30]([CH3:35])[O:29][N:28]=1.P([O-])([O-])([O-])=O.[K+].[K+].[K+]. Product: [CH:20]1([CH2:19][N:6]2[C:5]3[C:4]([C:23]([NH2:25])=[O:24])=[CH:3][C:2]([C:31]4[C:27]([CH3:26])=[N:28][O:29][C:30]=4[CH3:35])=[CH:14][C:13]=3[C:12]3[C:7]2=[CH:8][C:9]([C:15]([OH:18])([CH3:16])[CH3:17])=[CH:10][CH:11]=3)[CH2:21][CH2:22]1. The catalyst class is: 462. (3) Reactant: [Na].Cl.[CH3:3][O:4][C:5]1[CH:10]=[CH:9][C:8]([NH:11][NH2:12])=[CH:7][CH:6]=1.[CH2:13]([O:20][C:21]1[CH:26]=[CH:25][C:24]([CH:27]=[CH:28][C:29]#[N:30])=[CH:23][CH:22]=1)[C:14]1[CH:19]=[CH:18][CH:17]=[CH:16][CH:15]=1. Product: [CH2:13]([O:20][C:21]1[CH:22]=[CH:23][C:24]([CH:27]2[N:11]([C:8]3[CH:9]=[CH:10][C:5]([O:4][CH3:3])=[CH:6][CH:7]=3)[N:12]=[C:29]([NH2:30])[CH2:28]2)=[CH:25][CH:26]=1)[C:14]1[CH:15]=[CH:16][CH:17]=[CH:18][CH:19]=1. The catalyst class is: 8.